From a dataset of Forward reaction prediction with 1.9M reactions from USPTO patents (1976-2016). Predict the product of the given reaction. (1) Given the reactants C([NH:9][C:10]([NH:12][C:13]1[CH:18]=[CH:17][CH:16]=[C:15]([N:19]2[C:23]([CH3:24])=[C:22]([CH3:25])[N:21]=[CH:20]2)[CH:14]=1)=[S:11])(=O)C1C=CC=CC=1.[OH-].[Na+].Cl, predict the reaction product. The product is: [CH3:25][C:22]1[N:21]=[CH:20][N:19]([C:15]2[CH:14]=[C:13]([NH:12][C:10]([NH2:9])=[S:11])[CH:18]=[CH:17][CH:16]=2)[C:23]=1[CH3:24]. (2) Given the reactants [C:1]([C:3]1[CH:4]=[C:5]([CH2:15][N:16]2[C:20]([CH3:21])=[CH:19][C:18]([C:22]([NH:24][CH2:25][CH:26]3[CH2:31][CH2:30][N:29](C(OC(C)(C)C)=O)[CH2:28][CH2:27]3)=[O:23])=[N:17]2)[C:6]2[O:10][C:9]([CH:11]([CH3:13])[CH3:12])=[CH:8][C:7]=2[CH:14]=1)#[N:2].[ClH:39], predict the reaction product. The product is: [ClH:39].[C:1]([C:3]1[CH:4]=[C:5]([CH2:15][N:16]2[C:20]([CH3:21])=[CH:19][C:18]([C:22]([NH:24][CH2:25][CH:26]3[CH2:27][CH2:28][NH:29][CH2:30][CH2:31]3)=[O:23])=[N:17]2)[C:6]2[O:10][C:9]([CH:11]([CH3:12])[CH3:13])=[CH:8][C:7]=2[CH:14]=1)#[N:2]. (3) Given the reactants Cl[C:2]1[N:3]=[CH:4][C:5]2[N:6]([CH:8]=[C:9]([C:11]3[CH:12]=[CH:13][C:14]([C:24]([F:27])([F:26])[F:25])=[C:15]([NH:17][C:18](=[O:23])[C:19]([CH3:22])([CH3:21])[CH3:20])[CH:16]=3)[N:10]=2)[CH:7]=1.[F:28][C:29]1[CH:34]=[CH:33][CH:32]=[CH:31][C:30]=1B(O)O.C([O-])([O-])=O.[Na+].[Na+], predict the reaction product. The product is: [F:28][C:29]1[CH:34]=[CH:33][CH:32]=[CH:31][C:30]=1[C:2]1[N:3]=[CH:4][C:5]2[N:6]([CH:8]=[C:9]([C:11]3[CH:12]=[CH:13][C:14]([C:24]([F:26])([F:25])[F:27])=[C:15]([NH:17][C:18](=[O:23])[C:19]([CH3:21])([CH3:20])[CH3:22])[CH:16]=3)[N:10]=2)[CH:7]=1.